This data is from Catalyst prediction with 721,799 reactions and 888 catalyst types from USPTO. The task is: Predict which catalyst facilitates the given reaction. (1) Reactant: [Cl:1][C:2]1[CH:7]=[CH:6][C:5]([C:8]2[C:13]([CH:14]=[O:15])=[CH:12][N:11]=[CH:10][CH:9]=2)=[C:4]([F:16])[CH:3]=1.[CH3:17][Mg]Br. Product: [Cl:1][C:2]1[CH:7]=[CH:6][C:5]([C:8]2[CH:9]=[CH:10][N:11]=[CH:12][C:13]=2[CH:14]([OH:15])[CH3:17])=[C:4]([F:16])[CH:3]=1. The catalyst class is: 1. (2) Reactant: [CH3:1][O:2][C:3](=[O:12])[C:4]1[CH:9]=[CH:8][C:7](Br)=[C:6]([Cl:11])[CH:5]=1.[NH2:13][C:14]1[CH:15]=[N:16][C:17]([CH3:20])=[CH:18][CH:19]=1.C([O-])([O-])=O.[K+].[K+]. Product: [CH3:1][O:2][C:3](=[O:12])[C:4]1[CH:9]=[CH:8][C:7]([NH:13][C:14]2[CH:15]=[N:16][C:17]([CH3:20])=[CH:18][CH:19]=2)=[C:6]([Cl:11])[CH:5]=1. The catalyst class is: 733. (3) The catalyst class is: 8. Reactant: [N+]([O-])([O-])=O.[Nd+3:5].[N+]([O-])([O-])=O.[N+]([O-])([O-])=O.[CH3:14][O:15][C:16]1[CH:24]=[CH:23][CH:22]=[CH:21][C:17]=1[C:18]([OH:20])=[O:19].C(N(CC)CC)C. Product: [Nd:5].[CH3:14][O:15][C:16]1[CH:24]=[CH:23][CH:22]=[CH:21][C:17]=1[C:18]([OH:20])=[O:19]. (4) Reactant: [OH:1][N:2]=[CH:3][C:4]1[N:9]=[C:8]([CH3:10])[N:7]=[C:6]([C:11]([NH:13][CH2:14][C:15]2[CH:20]=[CH:19][C:18]([O:21][CH3:22])=[CH:17][CH:16]=2)=[O:12])[CH:5]=1.[CH2:23]=[CH:24][C:25]1[CH:30]=[CH:29][CH:28]=[CH:27][CH:26]=1.Cl[O-].[Na+]. Product: [CH3:22][O:21][C:18]1[CH:17]=[CH:16][C:15]([CH2:14][NH:13][C:11]([C:6]2[CH:5]=[C:4]([C:3]3[CH2:23][CH:24]([C:25]4[CH:30]=[CH:29][CH:28]=[CH:27][CH:26]=4)[O:1][N:2]=3)[N:9]=[C:8]([CH3:10])[N:7]=2)=[O:12])=[CH:20][CH:19]=1. The catalyst class is: 34. (5) Reactant: [CH3:1][O:2][C:3](=[O:28])[C@H:4]([CH2:13][C:14]1[CH:19]=[CH:18][C:17]([C:20]2[C:21](=[O:27])[N:22]([CH3:26])[CH:23]=[CH:24][CH:25]=2)=[CH:16][CH:15]=1)[NH:5]C(OC(C)(C)C)=O.[ClH:29]. Product: [ClH:29].[CH3:1][O:2][C:3](=[O:28])[C@H:4]([CH2:13][C:14]1[CH:15]=[CH:16][C:17]([C:20]2[C:21](=[O:27])[N:22]([CH3:26])[CH:23]=[CH:24][CH:25]=2)=[CH:18][CH:19]=1)[NH2:5]. The catalyst class is: 12. (6) Reactant: [C:1]([C:4]1[CH:9]=[N:8][N:7]2[CH:10]=[C:11]([C:13]3[CH:14]=[N:15][N:16]([CH3:18])[CH:17]=3)[CH:12]=[C:6]2[C:5]=1[NH:19][C@@H:20]1[CH2:25][CH2:24][N:23](C(OC(C)(C)C)=O)[CH2:22][C@H:21]1[CH2:33][CH3:34])(=[O:3])[NH2:2].FC(F)(F)C(O)=O. Product: [CH2:33]([C@H:21]1[C@H:20]([NH:19][C:5]2[C:6]3[N:7]([CH:10]=[C:11]([C:13]4[CH:14]=[N:15][N:16]([CH3:18])[CH:17]=4)[CH:12]=3)[N:8]=[CH:9][C:4]=2[C:1]([NH2:2])=[O:3])[CH2:25][CH2:24][NH:23][CH2:22]1)[CH3:34]. The catalyst class is: 4. (7) Reactant: [OH:1][C:2]1[CH:7]=[CH:6][C:5]([CH2:8][CH2:9][C:10]2[N:11]([CH2:26][CH2:27][CH3:28])[C:12](=[O:25])[N:13]([C:15]3[CH:20]=[CH:19][C:18]([C:21]([F:24])([F:23])[F:22])=[CH:17][CH:16]=3)[N:14]=2)=[CH:4][CH:3]=1.C(=O)([O-])[O-].[Cs+].[Cs+].Br[C:36]([CH3:43])([CH3:42])[C:37]([O:39][CH2:40][CH3:41])=[O:38]. Product: [CH2:40]([O:39][C:37](=[O:38])[C:36]([CH3:43])([O:1][C:2]1[CH:7]=[CH:6][C:5]([CH2:8][CH2:9][C:10]2[N:11]([CH2:26][CH2:27][CH3:28])[C:12](=[O:25])[N:13]([C:15]3[CH:20]=[CH:19][C:18]([C:21]([F:24])([F:23])[F:22])=[CH:17][CH:16]=3)[N:14]=2)=[CH:4][CH:3]=1)[CH3:42])[CH3:41]. The catalyst class is: 3.